Dataset: Forward reaction prediction with 1.9M reactions from USPTO patents (1976-2016). Task: Predict the product of the given reaction. Given the reactants [Br:1][C:2]1[CH:3]=[C:4]([CH2:9][CH2:10][C:11]([O:13][CH2:14][CH3:15])=[O:12])[CH:5]=[CH:6][C:7]=1[OH:8].[CH:16]1(O)[CH2:21][CH2:20][CH2:19][CH2:18][CH2:17]1, predict the reaction product. The product is: [Br:1][C:2]1[CH:3]=[C:4]([CH2:9][CH2:10][C:11]([O:13][CH2:14][CH3:15])=[O:12])[CH:5]=[CH:6][C:7]=1[O:8][CH:16]1[CH2:21][CH2:20][CH2:19][CH2:18][CH2:17]1.